This data is from Reaction yield outcomes from USPTO patents with 853,638 reactions. The task is: Predict the reaction yield, written as a fraction of the theoretical maximum amount of product (1.0 means a 100% yield; for example, 0.34 means a 34% yield). (1) The reactants are [CH2:1]([N:8]1[CH2:12][CH2:11][N:10]([C:13]2[S:14][C:15]([C:19]([NH2:21])=O)=[C:16]([CH3:18])[N:17]=2)[C:9]1=[O:22])[C:2]1[CH:7]=[CH:6][CH:5]=[CH:4][CH:3]=1.CO[C:25](OC)([N:27](C)C)[CH3:26].O.[NH2:33]N.C(OCC)(=O)C. The catalyst is O1CCOCC1. The product is [CH2:1]([N:8]1[CH2:12][CH2:11][N:10]([C:13]2[S:14][C:15]([C:19]3[NH:27][C:25]([CH3:26])=[N:33][N:21]=3)=[C:16]([CH3:18])[N:17]=2)[C:9]1=[O:22])[C:2]1[CH:7]=[CH:6][CH:5]=[CH:4][CH:3]=1. The yield is 0.650. (2) The reactants are Br[C:2]1[CH:3]=[CH:4][C:5]2[C:15]3[C:10](=[CH:11][N:12]=[CH:13][CH:14]=3)[CH:9]([CH3:16])[O:8][C:6]=2[CH:7]=1.[OH:17][CH2:18][C@@H:19]([N:24]1[C:32](=[O:33])[C:31]2[C:26](=[CH:27][CH:28]=[CH:29][CH:30]=2)[C:25]1=[O:34])[CH2:20][CH:21]([CH3:23])[CH3:22].C(P(C(C)(C)C)C1C=CC=CC=1C1C(C(C)C)=CC(C(C)C)=CC=1C(C)C)(C)(C)C.C(=O)([O-])[O-].[Cs+].[Cs+]. The catalyst is C1(C)C=CC=CC=1.C([O-])(=O)C.[Pd+2].C([O-])(=O)C. The product is [CH3:22][CH:21]([CH3:23])[CH2:20][C@H:19]([N:24]1[C:25](=[O:34])[C:26]2[C:31](=[CH:30][CH:29]=[CH:28][CH:27]=2)[C:32]1=[O:33])[CH2:18][O:17][C:2]1[CH:3]=[CH:4][C:5]2[C:15]3[C:10](=[CH:11][N:12]=[CH:13][CH:14]=3)[CH:9]([CH3:16])[O:8][C:6]=2[CH:7]=1. The yield is 0.640. (3) The reactants are O=[C:2]1[CH2:6][CH2:5][C@@H:4]([C:7]([OH:9])=[O:8])[N:3]1[C:10]([OH:12])=[O:11].[Li+].[B-](CC)(CC)CC.C(N(C(C)C)C(C)C)C.CN(C1C=CC=CN=1)C.FC(F)(F)C(OC(=O)C(F)(F)F)=O. The catalyst is C1(C)C=CC=CC=1.O. The product is [N:3]1([C:10]([OH:12])=[O:11])[CH:4]([C:7]([OH:9])=[O:8])[CH2:5][CH:6]=[CH:2]1. The yield is 1.00. (4) The reactants are C[O:2][C:3]([C:5]1[C:6](=[O:19])[N:7]([CH2:15][CH2:16][CH2:17][CH3:18])[C:8]2[CH2:9][CH2:10][CH2:11][CH2:12][C:13]=2[CH:14]=1)=[O:4].[OH-].[Na+].Cl. The catalyst is C(O)C. The product is [CH2:15]([N:7]1[C:8]2[CH2:9][CH2:10][CH2:11][CH2:12][C:13]=2[CH:14]=[C:5]([C:3]([OH:4])=[O:2])[C:6]1=[O:19])[CH2:16][CH2:17][CH3:18]. The yield is 0.880. (5) The reactants are [Cl:1][C:2]1[N:7]=[CH:6][C:5]([C:8]([OH:10])=O)=[CH:4][CH:3]=1.C(N1C=CN=C1)(N1C=CN=C1)=O.[Mg+].[C:24]([O:30][CH2:31][CH3:32])(=[O:29])[CH2:25]C([O-])=O.O. The catalyst is O1CCCC1. The product is [Cl:1][C:2]1[N:7]=[CH:6][C:5]([C:8](=[O:10])[CH2:25][C:24]([O:30][CH2:31][CH3:32])=[O:29])=[CH:4][CH:3]=1. The yield is 0.640. (6) The reactants are [CH:1]([C:4]1[CH:9]=[CH:8][C:7]([CH:10]2[C:14]3[C:15]([CH3:33])=[C:16]([NH:21][C:22](=O)[CH2:23][C:24]4[CH:29]=[CH:28][C:27]([O:30][CH3:31])=[CH:26][CH:25]=4)[C:17]([CH3:20])=[C:18]([CH3:19])[C:13]=3[O:12][C:11]2([CH3:35])[CH3:34])=[CH:6][CH:5]=1)([CH3:3])[CH3:2]. The catalyst is CCCCCC. The product is [CH:1]([C:4]1[CH:5]=[CH:6][C:7]([CH:10]2[C:14]3[C:15]([CH3:33])=[C:16]([NH:21][CH2:22][CH2:23][C:24]4[CH:25]=[CH:26][C:27]([O:30][CH3:31])=[CH:28][CH:29]=4)[C:17]([CH3:20])=[C:18]([CH3:19])[C:13]=3[O:12][C:11]2([CH3:35])[CH3:34])=[CH:8][CH:9]=1)([CH3:3])[CH3:2]. The yield is 0.660. (7) The product is [Cl:1][C:2]1[CH:7]=[CH:6][N:5]=[C:4]2[CH:8]=[C:9]([C:16]3[CH:21]=[CH:20][CH:19]=[CH:18][N:17]=3)[S:10][C:3]=12. The reactants are [Cl:1][C:2]1[CH:7]=[CH:6][N:5]=[C:4]2[CH:8]=[C:9]([Sn](C)(C)C)[S:10][C:3]=12.Br[C:16]1[CH:21]=[CH:20][CH:19]=[CH:18][N:17]=1. The yield is 0.310. No catalyst specified.